Dataset: Reaction yield outcomes from USPTO patents with 853,638 reactions. Task: Predict the reaction yield, written as a fraction of the theoretical maximum amount of product (1.0 means a 100% yield; for example, 0.34 means a 34% yield). The reactants are [CH:1]1[C:6]([Cl:7])=[CH:5][C:4]([OH:8])=[C:3]([O:9][C:10]2[CH:11]=[CH:12][C:13]([Cl:17])=[CH:14][C:15]=2[Cl:16])[CH:2]=1.[CH2:18](Br)[CH:19]=[CH2:20].C([O-])([O-])=O.[K+].[K+]. The catalyst is CN(C=O)C. The product is [CH2:20]([O:8][C:4]1[CH:5]=[C:6]([Cl:7])[CH:1]=[CH:2][C:3]=1[O:9][C:10]1[CH:11]=[CH:12][C:13]([Cl:17])=[CH:14][C:15]=1[Cl:16])[CH:19]=[CH2:18]. The yield is 0.980.